This data is from Catalyst prediction with 721,799 reactions and 888 catalyst types from USPTO. The task is: Predict which catalyst facilitates the given reaction. (1) Reactant: [Cl:1][C:2]1[CH:10]=[C:9]([CH2:11][O:12][C:13]2[CH:18]=[CH:17][C:16]([CH2:19][CH2:20][C:21]([O:23]CC)=[O:22])=[C:15]([CH3:26])[C:14]=2[CH3:27])[C:8]2[C:4](=[CH:5][N:6]([CH3:28])[N:7]=2)[CH:3]=1.[OH-].[K+].C1COCC1.Cl. Product: [Cl:1][C:2]1[CH:10]=[C:9]([CH2:11][O:12][C:13]2[CH:18]=[CH:17][C:16]([CH2:19][CH2:20][C:21]([OH:23])=[O:22])=[C:15]([CH3:26])[C:14]=2[CH3:27])[C:8]2[C:4](=[CH:5][N:6]([CH3:28])[N:7]=2)[CH:3]=1. The catalyst class is: 6. (2) The catalyst class is: 194. Reactant: [CH:1]1([C:4]2[CH:5]=[CH:6][C:7]([C:15]([OH:17])=O)=[N:8][C:9]=2[O:10][CH2:11][CH:12]2[CH2:14][CH2:13]2)[CH2:3][CH2:2]1.[CH3:18][CH:19]([C:21]1[N:25]=[C:24]([CH3:26])[O:23][N:22]=1)[NH2:20].CO. Product: [CH3:26][C:24]1[O:23][N:22]=[C:21]([CH:19]([NH:20][C:15]([C:7]2[CH:6]=[CH:5][C:4]([CH:1]3[CH2:2][CH2:3]3)=[C:9]([O:10][CH2:11][CH:12]3[CH2:13][CH2:14]3)[N:8]=2)=[O:17])[CH3:18])[N:25]=1. (3) Reactant: [OH-:1].[Na+].[BH4-].[Na+].[CH3:5][CH2:6][C:7]([C:9]1[CH:14]=[CH:13][C:12](O)=[CH:11][C:10]=1[OH:16])=O.[H][H].Cl. Product: [CH2:7]([C:9]1[C:14]([OH:1])=[CH:13][CH:12]=[CH:11][C:10]=1[OH:16])[CH2:6][CH3:5]. The catalyst class is: 6. (4) Reactant: [CH2:1]([O:3][C:4](=[O:40])[CH2:5][CH2:6][CH2:7][O:8][C:9]1[CH:14]=[CH:13][CH:12]=[C:11]([CH2:15][CH2:16][CH2:17][CH2:18][CH2:19][CH2:20][O:21][C:22]2[CH:27]=[C:26]([S:28]([CH3:31])(=[O:30])=[O:29])[CH:25]=[C:24](I)[CH:23]=2)[C:10]=1[CH2:33][CH2:34][C:35]([O:37][CH2:38][CH3:39])=[O:36])[CH3:2].[NH:41]1[CH:45]=[CH:44][C:43](B(O)O)=[N:42]1.C(=O)([O-])[O-].[K+].[K+]. Product: [CH2:1]([O:3][C:4](=[O:40])[CH2:5][CH2:6][CH2:7][O:8][C:9]1[CH:14]=[CH:13][CH:12]=[C:11]([CH2:15][CH2:16][CH2:17][CH2:18][CH2:19][CH2:20][O:21][C:22]2[CH:23]=[C:24]([C:45]3[CH:44]=[CH:43][NH:42][N:41]=3)[CH:25]=[C:26]([S:28]([CH3:31])(=[O:30])=[O:29])[CH:27]=2)[C:10]=1[CH2:33][CH2:34][C:35]([O:37][CH2:38][CH3:39])=[O:36])[CH3:2]. The catalyst class is: 73. (5) Reactant: [OH-].C[NH+](C)C.C([SiH3])CC.[NH4+].[Si](OCC)(OCC)(OCC)[O:12]CC.[C:24]([O-:37])(=[O:36])[CH2:25][CH2:26][CH2:27][CH2:28][CH2:29][CH2:30][CH2:31][CH2:32][CH2:33][CH2:34][CH3:35].[Er+3:38].[C:39]([O-:52])(=[O:51])[CH2:40][CH2:41][CH2:42][CH2:43][CH2:44][CH2:45][CH2:46][CH2:47][CH2:48][CH2:49][CH3:50].[C:53]([O-:66])(=[O:65])[CH2:54][CH2:55][CH2:56][CH2:57][CH2:58][CH2:59][CH2:60][CH2:61][CH2:62][CH2:63][CH3:64].[OH-].C[N+](C)(C)C. Product: [OH2:12].[C:24]([O-:37])(=[O:36])[CH2:25][CH2:26][CH2:27][CH2:28][CH2:29][CH2:30][CH2:31][CH2:32][CH2:33][CH2:34][CH3:35].[Er+3:38].[C:39]([O-:52])(=[O:51])[CH2:40][CH2:41][CH2:42][CH2:43][CH2:44][CH2:45][CH2:46][CH2:47][CH2:48][CH2:49][CH3:50].[C:53]([O-:66])(=[O:65])[CH2:54][CH2:55][CH2:56][CH2:57][CH2:58][CH2:59][CH2:60][CH2:61][CH2:62][CH2:63][CH3:64]. The catalyst class is: 6.